This data is from B-cell epitopes from IEDB database with 3,159 antigens for binding position prediction. The task is: Token-level Classification. Given an antigen amino acid sequence, predict which amino acid positions are active epitope sites capable of antibody binding. Output is a list of indices for active positions. (1) The epitope positions are: [226, 227, 228, 229, 230, 231]. The amino acids at these positions are: ETHTLW. Given the antigen sequence: DTGCAIDITRKEMRCGSGIFVHNDVEAWVDRYKYLPETPRSLAKIVHKAHKEGVCGVRSVTRLEHQMWEAVRDELNVLLKENAVDLSVVVNKPVGRYRSAPKRLSMTQEKFEMGWKAWGKSILFAPELANSTFVVDGPETKECPDEHRAWNSMQIEDFGFGITSTRVWLKIREESTDECDGAIIGTAVKGHVAVHSDLSYWIESRYNDTWKLERAVFGEVKSCTWPETHTLWGDGVEESELIIPHTIAGPKSKHNRREGYKTQNQGPWDENGIVLDFDYCPGTKVTITEDCGKRGPSVRTTTDSGKLITDWCCRSCSLPPLRFRTENGCWYGMEIRPVRHDETTLVRSQVDA, which amino acid positions are active epitope sites? (2) Given the antigen sequence: MAAAILFLLAGAQHLLVSEAFACKPCFSTHLSDIKTNTTAAAGFMVLQNINCLRPYRTNTTQGKVPSQCREAVGTPQYIMMTANVTDKSYLYNADLLMLSACLFYASEMSEKGFKVIFGNISGVVSACVNFTDYVAHVTQHTQQHHLVIDHIRLLHFLSPSTMRWAATIACLFAILLAI, which amino acid positions are active epitope sites? The epitope positions are: [56, 57, 58, 59, 60, 61, 62, 63, 64, 65, 66, 67]. The amino acids at these positions are: RTNTTQGKVPSQ. (3) Given the antigen sequence: LSVCFLILFHGCLASRQEWQQQDECQIDRLDALEPDNRVEYEAGTVEAWDPNHEQFRCAGVALVRHTIQPNGLLLPQYSNAPQLIYVVQGEGMTGISYPGCPETYQAPQQGRQQGQSGRFQDRHQKIRRFRRGDIIAIPAGVAHWCYNEGNSPVVTVTLLDVSNSQNQLDRTPRKFHLAGNPKDVFQQQQQHQSRGRNLFSGFDTELLAEAFQVDERLIKQLKSEDNRGGIVKVKDDELRVIRPSRSQSERGSESEEESEDEKRRWGQRDNGIEETICTMRLKENINDPARADIYTPEVGRLTTLNSLNLPILKWLQLSVEKGVLYKNALVLPHWNLNSHSIIYGCKGKGQVQVVDNFGNRVFDGEVREGQMLVVPQNFAVVKRAREERFEWISFKTNDRAMTSPLAGRTSVLGGMPEEVLANAFQISREDARKIKFNNQQTTLTSGESSHHMRDDA, which amino acid positions are active epitope sites? The epitope positions are: [248, 249, 250, 251, 252, 253, 254, 255, 256, 257, 258, 259, 260, 261, 262]. The amino acids at these positions are: SERGSESEEESEDEK. (4) Given the antigen sequence: MAPKGRSTNEIELSARDVLENIGIGIYNQEKIKKNPYEQQLKGTLSNARFHDGLHKAADLGVIPGPSHFSQLYYKKHTNNTKYYKDDRHPCHGRQGKRFDEGQKFECGNDKIIGNSDKYGSCAPPRRRHICDQNLEFLDNNHTDTIHDVLGNVLVTAKYEGESIVNDHPDKKNNGNKSGICTSLARSFADIGDIVRGRDMFKPNDKDAVRHGLKVVFKKIYDKLSPKVQEHYKDVDGSGNYYKLREDWWTANRDQVWKAITYKAPQDANYFRNVSGTTMAFTSAGKCRHNDNSVPTNLDYVPQFLRWYDEWADDFCRIRNHKLQKVKDTCQGYNNSGYRIYCSGDGEDCTNILKQNFNIVSDFFCPSCKTECTNYKKWINKKQGEFNKQKKKYEKEINNIASNSDNTYDKKVYKTLKSMYPLDTKFVATLKEAPFCNNNNVDGIIDFNKPDDTFSSSTYCDSCPAFGVICENGTCTKVNEDTCSKMNVQVPKIITNKEDP..., which amino acid positions are active epitope sites? The epitope positions are: [200, 201, 202, 203, 204, 205, 206, 207, 208, 209, 210, 211, 212, 213, 214]. The amino acids at these positions are: FKPNDKDAVRHGLKV. (5) Given the antigen sequence: MKIKKIKLLKALALTGAFGIVATVPVIVSSCSSTSENNGNGNGNGGTDGNTQQTEVTPAIKSEVSLTGALSKIYDTKTGTDRETTSQLIVKDIKANPENYFTNGEALKDVIASATVTVDGGFTESTFTGEAYSVWSAKADVKKGTYSQASKQLDIKSINDLQTVLGDSAAIKGICDLIPNLKLNNGTDYKVTNNGLSLSEDLLHINVTAKDGQTDVSMDLAIPVSDLNLKIDGLKISVSGTGIKTSELTTNYKFNIGIDNTVKTLTPAAVTLAEADRTNAEKVLEKLGYATVSGSTYTLDQDKLADALGLYNCKFEAVKSEKDSTNNNKYTVTLKATPNDGYFWEDGTNGAKEEISFVATFS, which amino acid positions are active epitope sites? The epitope positions are: [90, 91, 92, 93, 94, 95, 96, 97, 98, 99, 100, 101]. The amino acids at these positions are: KDIKANPENYFT. (6) The epitope positions are: [26, 27, 28, 29, 30, 31, 32, 33, 34, 35, 36, 37, 38, 39, 40]. The amino acids at these positions are: THKANPSPEPNMHEC. Given the antigen sequence: MLRFAITLFAVITSSTCQQYGCLEGDTHKANPSPEPNMHECTLYSE, which amino acid positions are active epitope sites? (7) The epitope positions are: [287, 288, 289, 290, 291, 292, 293, 294, 295, 296, 297, 298, 299, 300, 301, 302, 303, 304]. The amino acids at these positions are: FTNLKFKVRKITSSHRGN. Given the antigen sequence: MSSKLVNYLRLTFLSFLGIASTSLDAMPAGNPAFPVIPGINIEQKNACSFDLCNSYDVLSALSGNLKLCFFGDYIFSEEAQVKDVPVVTSVTTAGIGPSPNITSTTKTRNFDLVNCNLNANCVAAAFSLPDRSLSAIPLFDVSFEVKVGGLKQYYRLPMNAYRDFTSEPLNSESEVTDGMIEVQSNYGFVWDVSLKKVIWKDGVSFVGVGADYRHASCPIDYIIANSQANPEVFIADSDGKLNFKEWSVCVGLTTYVNDYVLPYLAFSIGSVSRQAPDDSFKKLEDRFTNLKFKVRKITSSHRGNICIGATNYIADNFFYNVEGRWGSQRAVNVSGGFQF, which amino acid positions are active epitope sites? (8) Given the antigen sequence: MGNHAGKRELNAEKASTNSETNRGESEKKRNLGELSRTTSEDNEVFGEADANQNNGTSSQDTAVTDSKRTADPKNAWQDAHPADPGSRPHLIRLFSRDAPGREDNTFKDRPSESDELQTIQEDSAATSESLDVMASQKRPSQRHGSKYLATASTMDHARHGFLPRHRDTGILDSIGRFFGGDRGAPKRGSGKDSHHPARTAHYGSLPQKSHGRTQDENPVVHFFKNIVTPRTPPPSQGKGRGLSLSRFSWGAEGQRPGFGYGGRASDYKSAHKGFKGVDAQGTLSKIFKLGGRDSRSGSPMARR, which amino acid positions are active epitope sites? The epitope positions are: [256, 257, 258, 259, 260, 261, 262, 263, 264, 265, 266, 267, 268, 269, 270, 271, 272, 273, 274, 275]. The amino acids at these positions are: PGFGYGGRASDYKSAHKGFK.